This data is from Reaction yield outcomes from USPTO patents with 853,638 reactions. The task is: Predict the reaction yield, written as a fraction of the theoretical maximum amount of product (1.0 means a 100% yield; for example, 0.34 means a 34% yield). (1) The yield is 0.950. The reactants are [C:1]([CH2:4][CH2:5][CH2:6][C:7]1[CH:15]=[CH:14][CH:13]=[CH:12][C:8]=1[C:9]([OH:11])=[O:10])([OH:3])=O.CCN(C(C)C)C(C)C.CN(C(ON1N=NC2C=CC=NC1=2)=[N+](C)C)C.F[P-](F)(F)(F)(F)F.C([O:51][C:52](=[O:64])[CH2:53][C@H:54]([NH2:63])[CH2:55][C:56]1[CH:61]=[CH:60][CH:59]=[CH:58][C:57]=1[Cl:62])C. The catalyst is C(Cl)Cl. The product is [C:52]([CH2:53][C@H:54]([NH:63][C:1]([CH2:4][CH2:5][CH2:6][C:7]1[CH:15]=[CH:14][CH:13]=[CH:12][C:8]=1[C:9]([OH:11])=[O:10])=[O:3])[CH2:55][C:56]1[CH:61]=[CH:60][CH:59]=[CH:58][C:57]=1[Cl:62])([OH:64])=[O:51]. (2) The reactants are [CH2:1]([O:8][C:9](=[O:21])[NH:10][C:11]1[CH:20]=[CH:19][C:14]2[O:15][CH2:16][CH2:17][O:18][C:13]=2[CH:12]=1)[C:2]1C=CC=CC=1.[O:22]([C:24]([CH3:27])([CH3:26])[CH3:25])[Li].[CH3:28][N:29]([CH:31]=[O:32])[CH3:30]. No catalyst specified. The product is [C:24]([O:22][C:31]([N:29]1[CH2:30][CH2:30][N:29]([CH2:31][C@H:1]2[O:8][C:9](=[O:21])[N:10]([C:11]3[CH:20]=[CH:19][C:14]4[O:15][CH2:16][CH2:17][O:18][C:13]=4[CH:12]=3)[CH2:2]2)[CH2:28][CH2:28]1)=[O:32])([CH3:27])([CH3:26])[CH3:25]. The yield is 0.360. (3) The reactants are Cl.[F:2][CH2:3][C:4]1([OH:10])[CH2:9][CH2:8][NH:7][CH2:6][CH2:5]1.CCN(C(C)C)C(C)C.[C:20](Cl)([Cl:22])=[O:21]. The catalyst is ClCCl. The product is [F:2][CH2:3][C:4]1([OH:10])[CH2:9][CH2:8][N:7]([C:20]([Cl:22])=[O:21])[CH2:6][CH2:5]1. The yield is 0.370. (4) The reactants are FC(F)(F)S(O[C:7]1[C:8]([CH3:32])([CH3:31])[O:9][C:10](=[O:30])[C:11]=1[C:12]1[CH:17]=[CH:16][C:15]([O:18][CH2:19][C:20]2[CH:29]=[CH:28][C:27]3[C:22](=[CH:23][CH:24]=[CH:25][CH:26]=3)[N:21]=2)=[CH:14][CH:13]=1)(=O)=O.[CH3:35][O:36][C:37]1[CH:42]=[CH:41][C:40](B(O)O)=[CH:39][CH:38]=1.C([O-])([O-])=O.[Na+].[Na+]. The catalyst is O1CCOCC1.O.C1C=CC([P]([Pd]([P](C2C=CC=CC=2)(C2C=CC=CC=2)C2C=CC=CC=2)([P](C2C=CC=CC=2)(C2C=CC=CC=2)C2C=CC=CC=2)[P](C2C=CC=CC=2)(C2C=CC=CC=2)C2C=CC=CC=2)(C2C=CC=CC=2)C2C=CC=CC=2)=CC=1. The product is [CH3:35][O:36][C:37]1[CH:42]=[CH:41][C:40]([C:7]2[C:8]([CH3:31])([CH3:32])[O:9][C:10](=[O:30])[C:11]=2[C:12]2[CH:13]=[CH:14][C:15]([O:18][CH2:19][C:20]3[CH:29]=[CH:28][C:27]4[C:22](=[CH:23][CH:24]=[CH:25][CH:26]=4)[N:21]=3)=[CH:16][CH:17]=2)=[CH:39][CH:38]=1. The yield is 0.180. (5) The reactants are Br[C:2]1[C:3]2[C:4]3[CH:18]=[CH:17][S:16][C:5]=3[C:6](=[O:15])[NH:7][C:8]=2[C:9]([CH3:14])=[CH:10][C:11]=1[O:12][CH3:13].[C:19]([O:23][C:24](=[O:44])[NH:25][CH2:26][C@H:27]([C:29]1[CH:34]=[CH:33][C:32](B2OC(C)(C)C(C)(C)O2)=[CH:31][CH:30]=1)[CH3:28])([CH3:22])([CH3:21])[CH3:20]. No catalyst specified. The product is [CH3:13][O:12][C:11]1[CH:10]=[C:9]([CH3:14])[C:8]2[NH:7][C:6](=[O:15])[C:5]3[S:16][CH:17]=[CH:18][C:4]=3[C:3]=2[C:2]=1[C:32]1[CH:31]=[CH:30][C:29]([C@H:27]([CH3:28])[CH2:26][NH:25][C:24](=[O:44])[O:23][C:19]([CH3:21])([CH3:20])[CH3:22])=[CH:34][CH:33]=1. The yield is 0.620. (6) The reactants are [CH2:1]([O:3][C:4](=[O:17])[CH:5]=[C:6]([O:8][C:9]1[CH:14]=[C:13]([F:15])[CH:12]=[CH:11][C:10]=1[F:16])[CH3:7])[CH3:2].[Br:18]N1C(=O)CCC1=O. The catalyst is C(Cl)(Cl)(Cl)Cl.C(OOC(=O)C1C=CC=CC=1)(=O)C1C=CC=CC=1. The product is [CH2:1]([O:3][C:4](=[O:17])[CH:5]=[C:6]([O:8][C:9]1[CH:14]=[C:13]([F:15])[CH:12]=[CH:11][C:10]=1[F:16])[CH2:7][Br:18])[CH3:2]. The yield is 0.870. (7) The reactants are C[O:2][C:3](=[O:12])[C:4]1[CH:9]=[CH:8][CH:7]=[C:6]([S:10][CH3:11])[CH:5]=1.[OH-].[Na+]. The catalyst is CO.C1COCC1. The product is [CH3:11][S:10][C:6]1[CH:5]=[C:4]([CH:9]=[CH:8][CH:7]=1)[C:3]([OH:12])=[O:2]. The yield is 0.970. (8) The product is [Br:16][C:17]1[CH:22]=[CH:21][CH:20]=[CH:19][C:18]=1[CH2:23][CH2:24][CH:25]([C:5]1[CH:10]=[CH:9][CH:8]=[C:7]([CH:11]2[O:15][CH2:14][CH2:13][O:12]2)[CH:6]=1)[OH:26]. The yield is 0.680. The reactants are [Mg].II.Br[C:5]1[CH:6]=[C:7]([CH:11]2[O:15][CH2:14][CH2:13][O:12]2)[CH:8]=[CH:9][CH:10]=1.[Br:16][C:17]1[CH:22]=[CH:21][CH:20]=[CH:19][C:18]=1[CH2:23][CH2:24][CH:25]=[O:26]. The catalyst is O1CCCC1.